Predict the product of the given reaction. From a dataset of Forward reaction prediction with 1.9M reactions from USPTO patents (1976-2016). (1) Given the reactants [Cl:1][C:2]1[S:6][C:5]([NH:7][C:8](=[O:41])[N:9]([CH2:25][CH2:26][NH:27][C@@H:28]2[CH2:33][CH2:32][CH2:31][N:30](C(OC(C)(C)C)=O)[CH2:29]2)[CH2:10][CH2:11][CH:12]([C:19]2[CH:24]=[CH:23][CH:22]=[CH:21][CH:20]=2)[C:13]2[CH:18]=[CH:17][CH:16]=[CH:15][CH:14]=2)=[N:4][C:3]=1[C:42]1[CH:47]=[CH:46][C:45]([NH:48][S:49]([CH3:52])(=[O:51])=[O:50])=[CH:44][CH:43]=1.FC(F)(F)C(O)=O, predict the reaction product. The product is: [Cl:1][C:2]1[S:6][C:5]([NH:7][C:8](=[O:41])[N:9]([CH2:10][CH2:11][CH:12]([C:13]2[CH:18]=[CH:17][CH:16]=[CH:15][CH:14]=2)[C:19]2[CH:24]=[CH:23][CH:22]=[CH:21][CH:20]=2)[CH2:25][CH2:26][NH:27][C@@H:28]2[CH2:33][CH2:32][CH2:31][NH:30][CH2:29]2)=[N:4][C:3]=1[C:42]1[CH:47]=[CH:46][C:45]([NH:48][S:49]([CH3:52])(=[O:50])=[O:51])=[CH:44][CH:43]=1. (2) Given the reactants [CH3:1][O:2][C:3]1[CH:4]=[C:5]2[C:10](=[CH:11][C:12]=1[O:13][CH3:14])[N:9]=[CH:8][N:7]=[C:6]2[CH:15]1[CH2:20][CH2:19][NH:18][CH2:17][CH2:16]1.[N:21]([C:24]1[CH:29]=[CH:28][C:27]([O:30][C:31]([F:34])([F:33])[F:32])=[CH:26][CH:25]=1)=[C:22]=[O:23], predict the reaction product. The product is: [F:32][C:31]([F:33])([F:34])[O:30][C:27]1[CH:26]=[CH:25][C:24]([NH:21][C:22]([N:18]2[CH2:19][CH2:20][CH:15]([C:6]3[C:5]4[C:10](=[CH:11][C:12]([O:13][CH3:14])=[C:3]([O:2][CH3:1])[CH:4]=4)[N:9]=[CH:8][N:7]=3)[CH2:16][CH2:17]2)=[O:23])=[CH:29][CH:28]=1. (3) Given the reactants [OH:1][NH:2][C:3]([C:5]1[C:10]([CH3:11])=[CH:9][CH:8]=[CH:7][N:6]=1)=[NH:4].[CH3:12][O:13][C:14]1[CH:22]=[CH:21][C:20]([O:23][CH3:24])=[CH:19][C:15]=1[C:16](O)=O, predict the reaction product. The product is: [CH3:12][O:13][C:14]1[CH:22]=[CH:21][C:20]([O:23][CH3:24])=[CH:19][C:15]=1[C:16]1[O:1][N:2]=[C:3]([C:5]2[C:10]([CH3:11])=[CH:9][CH:8]=[CH:7][N:6]=2)[N:4]=1. (4) Given the reactants F[C:2]1[CH:9]=[CH:8][CH:7]=[CH:6][C:3]=1[CH:4]=[O:5].C(=O)([O-])[O-].[K+].[K+].[C:16]1([SH:32])[C:29]2[C:30]3=[C:31]4[C:26](=[CH:27][CH:28]=2)[CH:25]=[CH:24][CH:23]=[C:22]4[CH:21]=[CH:20][C:19]3=[CH:18][CH:17]=1, predict the reaction product. The product is: [CH:18]1[C:19]2[C:30]3=[C:31]4[C:22](=[CH:21][CH:20]=2)[CH:23]=[CH:24][CH:25]=[C:26]4[CH:27]=[CH:28][C:29]3=[C:16]([S:32][C:2]2[CH:9]=[CH:8][CH:7]=[CH:6][C:3]=2[CH:4]=[O:5])[CH:17]=1. (5) Given the reactants [F:1][C:2]1([F:10])[CH2:5][C:4]([CH3:9])(C(O)=O)[CH2:3]1.C1C=CC(P([N:25]=[N+]=[N-])(C2C=CC=CC=2)=O)=CC=1.[Cl:28][C:29]1[CH:30]=[C:31]([C:36]2[C:44]([C:45]([NH2:47])=[O:46])=[C:39]3[CH2:40][NH:41][CH2:42][CH2:43][N:38]3[N:37]=2)[CH:32]=[CH:33][C:34]=1[F:35].C1[CH2:52][O:51]CC1, predict the reaction product. The product is: [Cl:28][C:29]1[CH:30]=[C:31]([C:36]2[C:44]([C:45]([NH2:47])=[O:46])=[C:39]3[CH2:40][N:41]([C:52]([NH:25][C:4]4([CH3:9])[CH2:3][C:2]([F:1])([F:10])[CH2:5]4)=[O:51])[CH2:42][CH2:43][N:38]3[N:37]=2)[CH:32]=[CH:33][C:34]=1[F:35].